This data is from Experimentally validated miRNA-target interactions with 360,000+ pairs, plus equal number of negative samples. The task is: Binary Classification. Given a miRNA mature sequence and a target amino acid sequence, predict their likelihood of interaction. (1) The miRNA is hsa-miR-548ap-3p with sequence AAAAACCACAAUUACUUUU. The protein sequence of the target gene is MNLPRAERLRSTPQRSLRDSDGEDGKIDVLGEEEDEDEEEAASQQFLEQSLQPGLQVARWGGVALPREHIEGGGGPSDPSEFGTEFRAPPRSAAASEDARQPAKPPSSYIALITMAILQSPHKRLTLSGICAFISDRFPYYRRKFPAWQNSIRHNLSLNDCFVKIPREPGRPGKGNYWSLDPASQDMFDNGSFLRRRKRFQRHQPTPGAHLPHPFPLPAAHAALHNPRPGPLLGAPAPPQPVPGAYPNTGPGRRPYALLHPHPPRYLLLSAPAYAGAPKKAEGADLATPAPFPCCSPHLV.... Result: 0 (no interaction). (2) The miRNA is hsa-miR-3679-5p with sequence UGAGGAUAUGGCAGGGAAGGGGA. The protein sequence of the target gene is MGDRRPQDRPRSQGMDSKPWYCDKPPSKYFAKRKHRRLRFPPVDTQNWVFVTEGMDDFRYACQSPEDTLVCRRDEFLLPKISLRGPQADRKSRKKKLLKKAALFSELSPVQPARKAFVEEVEAQLMTKHPLAMYPNLGKDMPPDLLLQVLKQLDPERKLEDAWARCEAREKTTEVPTESGKYPCGESCPRPPETPVSRLRPQLPKTPVSSRRPEPPKTRVSSLRPEPPKTRVSSLHPEPPETRASHLRVDPPETGVSHLCPEPPKTLVSSVHPEPPDTGASHLCPEPPETRVSHLHPEPP.... Result: 0 (no interaction). (3) The miRNA is rno-miR-664-3p with sequence UAUUCAUUUACUCCCCAGCCUA. The protein sequence of the target gene is MLEICLKLVGCKSKKGLSSSSSCYLEEALQRPVASDFEPQGLSEAARWNSKENLLAGPSENDPNLFVALYDFVASGDNTLSITKGEKLRVLGYNHNGEWCEAQTKNGQGWVPSNYITPVNSLEKHSWYHGPVSRNAAEYLLSSGINGSFLVRESESSPGQRSISLRYEGRVYHYRINTASDGKLYVSSESRFNTLAELVHHHSTVADGLITTLHYPAPKRNKPTIYGVSPNYDKWEMERTDITMKHKLGGGQYGEVYEGVWKKYSLTVAVKTLKEDTMEVEEFLKEAAVMKEIKHPNLVQ.... Result: 0 (no interaction). (4) The protein sequence of the target gene is MGTPHLQGFLLLFPLLLRLHGASAGSLHSPGLSECFQVNGADYRGHQNYTGPRGAGRPCLFWDQTQQHSYSSASDPQGRWGLGAHNFCRNPDGDVQPWCYVAETEEGIYWRYCDIPTCHMPGYLGCFVDSGAPPALSGPSGTSTKLTVQVCLRFCRMKGYQLAGVEAGYACFCGSESDLARGRPAPATDCDQICFGHPGQLCGGDGRLGIYEVSVGSCQGNWSAPQGVIYSPDFPDEYGPDRNCSWVLGQLGAVLELTFRLFELADSRDRLELRDVSSGNLLRAFDGAHPPPPGPLRLRT.... Result: 0 (no interaction). The miRNA is hsa-miR-1304-3p with sequence UCUCACUGUAGCCUCGAACCCC. (5) The miRNA is hsa-miR-6753-5p with sequence CACCAGGGCAGAGCAGGGCUGA. The protein sequence of the target gene is MSSGLWNQEKVTSPYWEERLFYLLLQECSVTDKQTQKLLRVPKGSIGQYIQDRSVGHSRVPSAKGKKNQIGLKILEQPHAVLFVDEKDVVEINEKFTELLLAITNCEERLSLFRNRIRLSKGLQVDVGSPVRVQLRSGEEKFPGVVRFRGPLLAERTVSGIFFGVELLEEGRGQGFTDGVYQGKQLFQCDEDCGVFVALDKLELIEDDDNGLESDFAGPGDTVQVEPPPLEINSRVSLKVGESTESGTVIFCDVLPGKESLGYFVGVDMDNPIGNWDGRFDGVQLCSFASVESTVLLHIN.... Result: 0 (no interaction). (6) The miRNA is hsa-miR-301b-5p with sequence GCUCUGACGAGGUUGCACUACU. The protein sequence of the target gene is MAAFGLLSYEQRPLKRPRLGPPDVYPQDPKQKEDELTAVNVKQGFNNQPAFTGDEHGSARNIVINPSKIGAYFSSILAEKLKLNTFQDTGKKKPQVNAKDNYWLVTARSQSAIHSWFSDLAGNKPLSILAKKVPILSKKEDVFAYLAKYSVPMVRATWLIKMTCAYYSAISEAKIKKRQAPDPNLEWTQISTRYLREQLAKISDFYHMASSTGDGPVPVPPEVEQAMKQWEYNEKLAFHMFQEGMLEKHEYLTWILDVLEKIRPMDDDLLKLLLPLMLQYSDEFVQSAYLSRRLAYFCAR.... Result: 0 (no interaction). (7) The miRNA is mmu-miR-490-3p with sequence CAACCUGGAGGACUCCAUGCUG. The protein sequence of the target gene is MESLSELQNPLLPRSPAHLHGPYPYPETPPSWSCQEKLYSYLLGGAGPAGAHQLLDPGSLQLAVEAWYRPSCLLGRDKVKEPRAGSCETSFTEDREPQEGPPEQPTGPGQAAENVTIQTVSYGVQEELRDQEDDQEEEESDATSTESESEDNFLTLPPRDHLGLTLFSMLCCFWPLGIAAFYFSQGTSKAISKGDFRLASTTSRRALFLATLAIAVGAGLYVAVVVALAAYMSQNGHG. Result: 0 (no interaction). (8) The miRNA is hsa-miR-3648 with sequence AGCCGCGGGGAUCGCCGAGGG. The protein sequence of the target gene is MAGAAMAERGRVPPPAPAPSTEGLPRAFLQSLRTLFDILDDRRRGCVHLREIESRWQGTDARELPRGVLEGLRQVAPASGYLTFERFVAGLRTSLLSADGGPRDPTRAPARPGDQPPPPPQRLVFAPADEPRTVLERKPLPLGVRAPLAGPSAAARSPEQLCAPAEAAPCPAEPERSQSAALEPSSSADAGAVACRALEADSGDARRAPRARGERRRHTIASGVDCGLLKQMKELEQEKEVLLQGLEMMARGRDWYQQQLQRVQERQRRLGQSRASADFGAAGSPRPLGRLLPKVQEVAR.... Result: 0 (no interaction). (9) The miRNA is hsa-miR-6790-5p with sequence GUGAGUGUGGAUUUGGCGGGGUU. The protein sequence of the target gene is MQQPQPQGQQQPGPGQQLGGQGAAPGAGGGPGGGPGPGPCLRRELKLLESIFHRGHERFRIASACLDELSCEFLLAGAGGAGAGAAPGPHLPPRGSVPGDPVRIHCNITESYPAVPPIWSVESDDPNLAAVLERLVDIKKGNTLLLQHLKRIISDLCKLYNLPQHPDVEMLDQPLPAEQCTQEDVSSEDEDEEMPEDTEDLDHYEMKEEEPAEGKKSEDDGIGKENLAILEKIKKNQRQDYLNGAVSGSVQATDRLMKELRDIYRSQSFKGGNYAVELVNDSLYDWNVKLLKVDQDSALH.... Result: 1 (interaction).